Dataset: Forward reaction prediction with 1.9M reactions from USPTO patents (1976-2016). Task: Predict the product of the given reaction. (1) Given the reactants [CH2:1]([O:3][C:4](=[O:25])[C:5]1[CH:10]=[CH:9][C:8]([NH:11][C:12](=[O:24])[CH:13]([N:15]2[C:19]([NH2:20])=[C:18]([C:21](=[O:23])[NH2:22])[N:17]=[CH:16]2)[CH3:14])=[CH:7][CH:6]=1)[CH3:2].CO[C:28](OC)(OC)[CH2:29][CH2:30][CH2:31][CH3:32], predict the reaction product. The product is: [CH2:1]([O:3][C:4](=[O:25])[C:5]1[CH:10]=[CH:9][C:8]([NH:11][C:12](=[O:24])[CH:13]([N:15]2[CH:16]=[N:17][C:18]3[C:21](=[O:23])[NH:22][C:28]([CH2:29][CH2:30][CH2:31][CH3:32])=[N:20][C:19]2=3)[CH3:14])=[CH:7][CH:6]=1)[CH3:2]. (2) Given the reactants [C:1]([C:3]1[CH:8]=[CH:7][C:6]([S:9](Cl)(=[O:11])=[O:10])=[CH:5][CH:4]=1)#[N:2].[Br:13][C:14]1[CH:15]=[C:16]2[C:20](=[CH:21][CH:22]=1)[NH:19][CH2:18][CH2:17]2.C(N(CC)CC)C, predict the reaction product. The product is: [Br:13][C:14]1[CH:15]=[C:16]2[C:20](=[CH:21][CH:22]=1)[N:19]([S:9]([C:6]1[CH:7]=[CH:8][C:3]([C:1]#[N:2])=[CH:4][CH:5]=1)(=[O:11])=[O:10])[CH2:18][CH2:17]2.